Dataset: Reaction yield outcomes from USPTO patents with 853,638 reactions. Task: Predict the reaction yield, written as a fraction of the theoretical maximum amount of product (1.0 means a 100% yield; for example, 0.34 means a 34% yield). (1) The reactants are [Br:1][C:2]1[CH:17]=[CH:16][C:5]([O:6][C:7]2[CH:14]=[CH:13][C:10]([C:11]#[N:12])=[CH:9][C:8]=2[Cl:15])=[CH:4][C:3]=1[CH:18]=[O:19].[BH4-].[Na+]. The catalyst is CO. The product is [Br:1][C:2]1[CH:17]=[CH:16][C:5]([O:6][C:7]2[CH:14]=[CH:13][C:10]([C:11]#[N:12])=[CH:9][C:8]=2[Cl:15])=[CH:4][C:3]=1[CH2:18][OH:19]. The yield is 0.850. (2) The reactants are [C:1]1([CH2:7][O:8][C:9]2[CH:14]=[CH:13][C:12]([C@@H:15]3[N:19]([C:20]([O:22][C:23]([CH3:26])([CH3:25])[CH3:24])=[O:21])[C@H:18]([C:27]([O:29][CH3:30])=[O:28])[CH2:17][CH2:16]3)=[CH:11][CH:10]=2)[CH:6]=[CH:5][CH:4]=[CH:3][CH:2]=1.[Li+].C[Si]([N-][Si](C)(C)C)(C)C.Br[CH:42]([CH3:45])[C:43]#[N:44]. The catalyst is C1COCC1. The product is [C:43]([CH2:42][CH2:45][C@@:18]1([C:27]([O:29][CH3:30])=[O:28])[CH2:17][CH2:16][C@H:15]([C:12]2[CH:11]=[CH:10][C:9]([O:8][CH2:7][C:1]3[CH:6]=[CH:5][CH:4]=[CH:3][CH:2]=3)=[CH:14][CH:13]=2)[N:19]1[C:20]([O:22][C:23]([CH3:25])([CH3:26])[CH3:24])=[O:21])#[N:44]. The yield is 0.520. (3) The reactants are Br[CH2:2][C:3]([C:5]1[CH:10]=[CH:9][C:8]([O:11][CH3:12])=[CH:7][CH:6]=1)=O.[C:13]([CH2:15][C:16]([NH2:18])=[S:17])#[N:14]. No catalyst specified. The product is [CH3:12][O:11][C:8]1[CH:9]=[CH:10][C:5]([C:3]2[N:18]=[C:16]([CH2:15][C:13]#[N:14])[S:17][CH:2]=2)=[CH:6][CH:7]=1. The yield is 0.750.